The task is: Predict the reactants needed to synthesize the given product.. This data is from Full USPTO retrosynthesis dataset with 1.9M reactions from patents (1976-2016). (1) Given the product [CH3:1][O:2][C:3]1[CH:4]=[C:5]2[C:10](=[CH:11][CH:12]=1)[C:9](=[O:13])[N:8]([CH3:14])[C:7]([CH:15]1[CH2:20][CH2:19][CH2:18][NH:17][CH2:16]1)=[C:6]2[C:31]1[CH:32]=[CH:33][CH:34]=[CH:35][CH:36]=1, predict the reactants needed to synthesize it. The reactants are: [CH3:1][O:2][C:3]1[CH:4]=[C:5]2[C:10](=[CH:11][CH:12]=1)[C:9](=[O:13])[N:8]([CH3:14])[C:7]([CH:15]1[CH2:20][CH2:19][CH2:18][N:17](C(OCC3C=CC=CC=3)=O)[CH2:16]1)=[C:6]2[C:31]1[CH:36]=[CH:35][CH:34]=[CH:33][CH:32]=1. (2) Given the product [Cl:1][C:2]1[CH:7]=[CH:6][C:5]([O:8][C:24]2[CH:29]=[C:28]([S:30]([CH3:33])(=[O:31])=[O:32])[CH:27]=[C:26]([Cl:34])[CH:25]=2)=[CH:4][C:3]=1[C:9]1[C:18]2[C:13](=[C:14]([C:19]([F:20])([F:22])[F:21])[CH:15]=[CH:16][CH:17]=2)[N:12]=[CH:11][N:10]=1, predict the reactants needed to synthesize it. The reactants are: [Cl:1][C:2]1[CH:7]=[CH:6][C:5]([OH:8])=[CH:4][C:3]=1[C:9]1[C:18]2[C:13](=[C:14]([C:19]([F:22])([F:21])[F:20])[CH:15]=[CH:16][CH:17]=2)[N:12]=[CH:11][N:10]=1.Cl[C:24]1[CH:29]=[C:28]([S:30]([CH3:33])(=[O:32])=[O:31])[CH:27]=[C:26]([Cl:34])[CH:25]=1. (3) Given the product [F:4][C:5]1[CH:13]=[C:12]2[C:8]([CH:9]=[CH:10][N:11]2[CH2:14][C:15]2[CH:20]=[CH:19][CH:18]=[CH:17][N:16]=2)=[CH:7][C:6]=1[NH2:21], predict the reactants needed to synthesize it. The reactants are: O.NN.[F:4][C:5]1[CH:13]=[C:12]2[C:8]([CH:9]=[CH:10][N:11]2[CH2:14][C:15]2[CH:20]=[CH:19][CH:18]=[CH:17][N:16]=2)=[CH:7][C:6]=1[N:21]1C(=O)C2C(=CC=CC=2)C1=O. (4) The reactants are: N(C(C)C)[CH:2](C)C.[Li]CCCC.[Cl:13][C:14]1[C:23]2[C:18](=[CH:19][CH:20]=[C:21]([O:24][CH3:25])[CH:22]=2)[CH:17]=[C:16]([Cl:26])[N:15]=1.CI. Given the product [Cl:13][C:14]1[C:23]2[C:18](=[CH:19][CH:20]=[C:21]([O:24][CH3:25])[CH:22]=2)[C:17]([CH3:2])=[C:16]([Cl:26])[N:15]=1, predict the reactants needed to synthesize it.